From a dataset of Forward reaction prediction with 1.9M reactions from USPTO patents (1976-2016). Predict the product of the given reaction. (1) Given the reactants [Br:1][C:2]1[CH:7]=[CH:6][C:5]([S:8]([N:11]([CH3:13])[CH3:12])(=[O:10])=[O:9])=C(C#N)[CH:3]=1.[OH-:16].[Na+].[O:18]1[CH2:23][CH2:22]OCC1, predict the reaction product. The product is: [Br:1][C:2]1[CH:7]=[CH:6][C:5]([S:8](=[O:10])(=[O:9])[N:11]([CH3:13])[CH3:12])=[C:22]([CH:3]=1)[C:23]([OH:18])=[O:16]. (2) Given the reactants Cl[S:2]([N:5]=C=O)(=[O:4])=[O:3].C(O)(C)(C)C.Cl.[NH2:14][CH2:15][CH2:16][NH:17][C:18]1[C:19]([C:23]2[N:27]([C:28]3[CH:33]=[CH:32][C:31]([F:34])=[C:30]([Cl:35])[CH:29]=3)[C:26](=[O:36])[O:25][N:24]=2)=[N:20][O:21][N:22]=1.C(N(CC)CC)C, predict the reaction product. The product is: [Cl:35][C:30]1[CH:29]=[C:28]([N:27]2[C:26](=[O:36])[O:25][N:24]=[C:23]2[C:19]2[C:18]([NH:17][CH2:16][CH2:15][NH:14][S:2]([NH2:5])(=[O:4])=[O:3])=[N:22][O:21][N:20]=2)[CH:33]=[CH:32][C:31]=1[F:34].